The task is: Regression/Classification. Given a drug SMILES string, predict its absorption, distribution, metabolism, or excretion properties. Task type varies by dataset: regression for continuous measurements (e.g., permeability, clearance, half-life) or binary classification for categorical outcomes (e.g., BBB penetration, CYP inhibition). Dataset: cyp1a2_veith.. This data is from CYP1A2 inhibition data for predicting drug metabolism from PubChem BioAssay. (1) The compound is COc1ncc2nc(-c3cn(C)c4ccccc34)c(=O)n(CCc3ccccc3)c2n1. The result is 1 (inhibitor). (2) The drug is COc1cc(=O)n2c(n1)SCCC2. The result is 0 (non-inhibitor). (3) The compound is O=C(Nc1ccccc1C(=O)NCCc1ccccc1)c1ccco1. The result is 1 (inhibitor).